From a dataset of hERG potassium channel inhibition data for cardiac toxicity prediction from Karim et al.. Regression/Classification. Given a drug SMILES string, predict its toxicity properties. Task type varies by dataset: regression for continuous values (e.g., LD50, hERG inhibition percentage) or binary classification for toxic/non-toxic outcomes (e.g., AMES mutagenicity, cardiotoxicity, hepatotoxicity). Dataset: herg_karim. The result is 0 (non-blocker). The molecule is NC1=NC2=C(N=CC(=O)N2)C(=O)N1.